This data is from Peptide-MHC class I binding affinity with 185,985 pairs from IEDB/IMGT. The task is: Regression. Given a peptide amino acid sequence and an MHC pseudo amino acid sequence, predict their binding affinity value. This is MHC class I binding data. (1) The peptide sequence is NRYGVAYVY. The MHC is HLA-A02:01 with pseudo-sequence HLA-A02:01. The binding affinity (normalized) is 0.0847. (2) The peptide sequence is YPAVINSNI. The MHC is HLA-A02:06 with pseudo-sequence HLA-A02:06. The binding affinity (normalized) is 0.231. (3) The peptide sequence is FQILHDRFF. The MHC is HLA-C06:02 with pseudo-sequence HLA-C06:02. The binding affinity (normalized) is 0.484. (4) The peptide sequence is YRFRKSSKK. The MHC is HLA-B73:01 with pseudo-sequence HLA-B73:01. The binding affinity (normalized) is 0.394. (5) The peptide sequence is WLWVSSSDM. The MHC is HLA-B07:02 with pseudo-sequence HLA-B07:02. The binding affinity (normalized) is 0.213. (6) The peptide sequence is VMGVIGFGF. The MHC is HLA-B57:01 with pseudo-sequence HLA-B57:01. The binding affinity (normalized) is 0.0847.